This data is from Peptide-MHC class I binding affinity with 185,985 pairs from IEDB/IMGT. The task is: Regression. Given a peptide amino acid sequence and an MHC pseudo amino acid sequence, predict their binding affinity value. This is MHC class I binding data. (1) The peptide sequence is RPGPVKFSL. The MHC is HLA-B57:01 with pseudo-sequence HLA-B57:01. The binding affinity (normalized) is 0.0847. (2) The MHC is H-2-Db with pseudo-sequence H-2-Db. The binding affinity (normalized) is 0.352. The peptide sequence is AALVRLTAL.